This data is from Forward reaction prediction with 1.9M reactions from USPTO patents (1976-2016). The task is: Predict the product of the given reaction. (1) Given the reactants [OH:1][C:2]1[CH:7]=[CH:6][C:5]([C:8]2[CH:13]=[CH:12][C:11]([Cl:14])=[CH:10][C:9]=2[F:15])=[CH:4][CH:3]=1.[P:16](Cl)(Cl)(Cl)=[O:17].Cl.[CH:22]([O:25][C:26](=[O:30])[C@H:27]([CH3:29])[NH2:28])([CH3:24])[CH3:23].FC1C(O)=C(F)C(F)=C(F)C=1F.[F:43][C@:44]1([CH3:60])[C@H:48]([OH:49])[C@@H:47]([CH2:50][OH:51])[O:46][C@H:45]1[N:52]1[CH:59]=[CH:58][C:56](=[O:57])[NH:55][C:53]1=[O:54], predict the reaction product. The product is: [CH:22]([O:25][C:26](=[O:30])[CH:27]([NH:28][P:16]([O:1][C:2]1[CH:3]=[CH:4][C:5]([C:8]2[CH:13]=[CH:12][C:11]([Cl:14])=[CH:10][C:9]=2[F:15])=[CH:6][CH:7]=1)([O:51][CH2:50][C@@H:47]1[C@@H:48]([OH:49])[C@:44]([F:43])([CH3:60])[C@H:45]([N:52]2[CH:59]=[CH:58][C:56](=[O:57])[NH:55][C:53]2=[O:54])[O:46]1)=[O:17])[CH3:29])([CH3:24])[CH3:23]. (2) Given the reactants [CH2:1]([C:9]1[N:10]=[C:11]2[C:17]3[CH:18]=[CH:19][CH:20]=[CH:21][C:16]=3[NH:15][C:14]3[N:22]=[CH:23][CH:24]=[CH:25][C:13]=3[N:12]2[C:26]=1[C:27]1[CH:32]=[CH:31][C:30]([C:33]2([NH:37]C(=O)OC(C)(C)C)[CH2:36][CH2:35][CH2:34]2)=[CH:29][CH:28]=1)[CH2:2][C:3]1[CH:8]=[CH:7][CH:6]=[CH:5][CH:4]=1.Cl, predict the reaction product. The product is: [CH2:1]([C:9]1[N:10]=[C:11]2[C:17]3[CH:18]=[CH:19][CH:20]=[CH:21][C:16]=3[NH:15][C:14]3[N:22]=[CH:23][CH:24]=[CH:25][C:13]=3[N:12]2[C:26]=1[C:27]1[CH:32]=[CH:31][C:30]([C:33]2([NH2:37])[CH2:34][CH2:35][CH2:36]2)=[CH:29][CH:28]=1)[CH2:2][C:3]1[CH:8]=[CH:7][CH:6]=[CH:5][CH:4]=1. (3) Given the reactants Cl[CH2:2][C:3]1[CH:28]=[CH:27][C:6]([O:7][CH2:8][C:9]2[N:10]=[C:11]([C:15]3[CH:20]=[CH:19][C:18]([CH2:21][C:22]([O:24][CH2:25][CH3:26])=[O:23])=[CH:17][CH:16]=3)[O:12][C:13]=2[CH3:14])=[C:5]([O:29][CH3:30])[CH:4]=1.Cl.[CH3:32][C:33]1[S:37][C:36]([N:38]2[CH2:43][CH2:42][CH2:41][CH2:40][CH2:39]2)=[N:35][C:34]=1/[CH:44]=[CH:45]/[C:46]1[C:47]([OH:57])=[N:48][N:49]([C:51]2[CH:56]=[CH:55][CH:54]=[CH:53][CH:52]=2)[CH:50]=1.C(=O)([O-])[O-].[K+].[K+].CN(C)C=O, predict the reaction product. The product is: [CH3:30][O:29][C:5]1[CH:4]=[C:3]([CH2:2][O:57][C:47]2[C:46](/[CH:45]=[CH:44]/[C:34]3[N:35]=[C:36]([N:38]4[CH2:43][CH2:42][CH2:41][CH2:40][CH2:39]4)[S:37][C:33]=3[CH3:32])=[CH:50][N:49]([C:51]3[CH:56]=[CH:55][CH:54]=[CH:53][CH:52]=3)[N:48]=2)[CH:28]=[CH:27][C:6]=1[O:7][CH2:8][C:9]1[N:10]=[C:11]([C:15]2[CH:20]=[CH:19][C:18]([CH2:21][C:22]([O:24][CH2:25][CH3:26])=[O:23])=[CH:17][CH:16]=2)[O:12][C:13]=1[CH3:14].